Dataset: Catalyst prediction with 721,799 reactions and 888 catalyst types from USPTO. Task: Predict which catalyst facilitates the given reaction. (1) Product: [NH2:6][C@H:7]1[C@@H:11]2[C@@H:12]3[C@@:25]([CH3:28])([CH2:26][CH2:27][C@@:10]2([C:34]([O:36][CH2:37][C:38]2[CH:39]=[CH:40][CH:41]=[CH:42][CH:43]=2)=[O:35])[CH2:9][CH2:8]1)[C@@:24]1([CH3:29])[C@@H:15]([C@:16]2([CH3:33])[C@@H:21]([CH2:22][CH2:23]1)[C:20]([CH3:30])([CH3:31])[C:19](=[O:32])[CH2:18][CH2:17]2)[CH2:14][CH2:13]3. The catalyst class is: 1. Reactant: N(C([NH:6][C@H:7]1[C@@H:11]2[C@@H:12]3[C@@:25]([CH3:28])([CH2:26][CH2:27][C@@:10]2([C:34]([O:36][CH2:37][C:38]2[CH:43]=[CH:42][CH:41]=[CH:40][CH:39]=2)=[O:35])[CH2:9][CH2:8]1)[C@@:24]1([CH3:29])[C@@H:15]([C@:16]2([CH3:33])[C@@H:21]([CH2:22][CH2:23]1)[C:20]([CH3:31])([CH3:30])[C:19](=[O:32])[CH2:18][CH2:17]2)[CH2:14][CH2:13]3)=O)=[N+]=[N-].[OH-].[Na+].Cl. (2) Reactant: [C:1](=O)(O)[O-:2].[Na+].[N:6]1[C:13]([Cl:14])=[N:12][C:10]([Cl:11])=[N:9][C:7]=1Cl.CO. Product: [CH3:1][O:2][C:7]1[N:9]=[C:10]([Cl:11])[N:12]=[C:13]([Cl:14])[N:6]=1. The catalyst class is: 6. (3) Reactant: [NH2:1][C:2]1[C:7]2[C:8]([C:12]3[CH:17]=[CH:16][C:15]([NH:18][C:19]([NH:21][C:22]4[CH:27]=[CH:26][CH:25]=[C:24]([CH3:28])[CH:23]=4)=[O:20])=[CH:14][CH:13]=3)=[C:9]([CH3:11])[S:10][C:6]=2[C:5]([N+:29]([O-])=O)=[CH:4][N:3]=1.[NH4+].[Cl-]. Product: [NH2:1][C:2]1[C:7]2[C:8]([C:12]3[CH:17]=[CH:16][C:15]([NH:18][C:19]([NH:21][C:22]4[CH:27]=[CH:26][CH:25]=[C:24]([CH3:28])[CH:23]=4)=[O:20])=[CH:14][CH:13]=3)=[C:9]([CH3:11])[S:10][C:6]=2[C:5]([NH2:29])=[CH:4][N:3]=1. The catalyst class is: 190. (4) The catalyst class is: 5. Product: [F:23][C:17]1[CH:18]=[CH:19][CH:20]=[C:21]([F:22])[C:16]=1[N:9]1[C:10]2[CH:15]=[CH:14][CH:13]=[CH:12][C:11]=2[N:7]([CH2:6][CH2:5][O:4][CH2:3][CH2:2][NH:29][CH:26]2[CH2:28][CH2:27]2)[S:8]1(=[O:25])=[O:24]. Reactant: Br[CH2:2][CH2:3][O:4][CH2:5][CH2:6][N:7]1[C:11]2[CH:12]=[CH:13][CH:14]=[CH:15][C:10]=2[N:9]([C:16]2[C:21]([F:22])=[CH:20][CH:19]=[CH:18][C:17]=2[F:23])[S:8]1(=[O:25])=[O:24].[CH:26]1([NH2:29])[CH2:28][CH2:27]1. (5) Reactant: [CH3:1][C:2]1[CH:9]=[CH:8][C:5]([CH2:6]Br)=[CH:4][CH:3]=1.[CH2:10]1[C:19]2[C:14](=[CH:15][CH:16]=[CH:17][CH:18]=2)[CH2:13][CH2:12][NH:11]1.C(=O)([O-])[O-].[K+].[K+]. Product: [CH3:1][C:2]1[CH:9]=[CH:8][C:5]([CH2:6][N:11]2[CH2:12][CH2:13][C:14]3[C:19](=[CH:18][CH:17]=[CH:16][CH:15]=3)[CH2:10]2)=[CH:4][CH:3]=1. The catalyst class is: 21. (6) Reactant: [NH2:1][C:2]1[CH:32]=[CH:31][C:5]([CH2:6][CH2:7][N:8]2[C:13]3[N:14]=[C:15]([NH:18][CH3:19])[N:16]=[CH:17][C:12]=3[CH:11]=[C:10]([C:20]3[CH:25]=[C:24]([O:26][CH3:27])[CH:23]=[C:22]([O:28][CH3:29])[CH:21]=3)[C:9]2=[O:30])=[CH:4][CH:3]=1.[C:33](O)(=[O:36])[CH:34]=[CH2:35].CN(C(ON1N=NC2C=CC=CC1=2)=[N+](C)C)C.F[P-](F)(F)(F)(F)F.CCN(C(C)C)C(C)C. Product: [CH3:27][O:26][C:24]1[CH:25]=[C:20]([C:10]2[C:9](=[O:30])[N:8]([CH2:7][CH2:6][C:5]3[CH:31]=[CH:32][C:2]([NH:1][C:33](=[O:36])[CH:34]=[CH2:35])=[CH:3][CH:4]=3)[C:13]3[N:14]=[C:15]([NH:18][CH3:19])[N:16]=[CH:17][C:12]=3[CH:11]=2)[CH:21]=[C:22]([O:28][CH3:29])[CH:23]=1. The catalyst class is: 91. (7) Reactant: [NH2:1][C:2]1[CH:35]=[CH:34][C:5]([CH2:6][CH:7]2[CH2:11][CH2:10][C@H:9]([C@H:12]([O:19][Si:20]([C:23]([CH3:26])([CH3:25])[CH3:24])([CH3:22])[CH3:21])[C:13]3[CH:18]=[CH:17][CH:16]=[CH:15][CH:14]=3)[N:8]2C(OC(C)(C)C)=O)=[CH:4][CH:3]=1.[H][H]. Product: [Si:20]([O:19][C@H:12]([C:13]1[CH:14]=[CH:15][CH:16]=[CH:17][CH:18]=1)[C@@H:9]1[NH:8][CH:7]([CH2:6][C:5]2[CH:4]=[CH:3][C:2]([NH2:1])=[CH:35][CH:34]=2)[CH2:11][CH2:10]1)([C:23]([CH3:25])([CH3:26])[CH3:24])([CH3:22])[CH3:21]. The catalyst class is: 29.